This data is from Full USPTO retrosynthesis dataset with 1.9M reactions from patents (1976-2016). The task is: Predict the reactants needed to synthesize the given product. (1) Given the product [Cl:22][C:20]1[CH:21]=[C:16]([N:11]2[C:9]3=[CH:10][C:5]4[O:4][N:3]=[C:2]([N:1]([S:29]([CH3:28])(=[O:31])=[O:30])[S:29]([CH3:28])(=[O:31])=[O:30])[C:6]=4[CH:7]=[C:8]3[N:13]([CH3:14])[C:12]2=[O:15])[CH:17]=[N:18][C:19]=1[O:23][CH2:24][CH:25]([CH3:27])[CH3:26], predict the reactants needed to synthesize it. The reactants are: [NH2:1][C:2]1[C:6]2[CH:7]=[C:8]3[N:13]([CH3:14])[C:12](=[O:15])[N:11]([C:16]4[CH:17]=[N:18][C:19]([O:23][CH2:24][CH:25]([CH3:27])[CH3:26])=[C:20]([Cl:22])[CH:21]=4)[C:9]3=[CH:10][C:5]=2[O:4][N:3]=1.[CH3:28][S:29](Cl)(=[O:31])=[O:30].CCCC[N+](CCCC)(CCCC)CCCC.[F-]. (2) Given the product [O:39]=[C:34]1[NH:33][CH2:38][CH2:37][N:36]([C:15]([N:13]2[CH2:14][CH:9]([C:6]3[CH:5]=[CH:4][C:3]([C:2]([F:32])([F:1])[F:31])=[CH:8][CH:7]=3)[CH2:10][CH:11]([C:27]([O:29][CH3:30])=[O:28])[CH2:12]2)=[O:16])[CH2:35]1, predict the reactants needed to synthesize it. The reactants are: [F:1][C:2]([F:32])([F:31])[C:3]1[CH:8]=[CH:7][C:6]([CH:9]2[CH2:14][N:13]([C:15](OC3C=CC([N+]([O-])=O)=CC=3)=[O:16])[CH2:12][CH:11]([C:27]([O:29][CH3:30])=[O:28])[CH2:10]2)=[CH:5][CH:4]=1.[NH:33]1[CH2:38][CH2:37][NH:36][CH2:35][C:34]1=[O:39]. (3) Given the product [C:14]([C:8]1([C:5]2[CH:6]=[CH:7][C:2]([NH:1][C:40]([C:29]3[N:30]([CH2:32][O:33][CH2:34][CH2:35][Si:36]([CH3:39])([CH3:38])[CH3:37])[CH:31]=[C:27]([C:25]#[N:26])[N:28]=3)=[O:41])=[C:3]([C:16]3[CH2:21][CH2:20][C:19]([CH3:23])([CH3:22])[CH2:18][CH:17]=3)[CH:4]=2)[CH2:9][CH2:10][CH2:11][CH2:12][CH2:13]1)#[N:15], predict the reactants needed to synthesize it. The reactants are: [NH2:1][C:2]1[CH:7]=[CH:6][C:5]([C:8]2([C:14]#[N:15])[CH2:13][CH2:12][CH2:11][CH2:10][CH2:9]2)=[CH:4][C:3]=1[C:16]1[CH2:21][CH2:20][C:19]([CH3:23])([CH3:22])[CH2:18][CH:17]=1.[K+].[C:25]([C:27]1[N:28]=[C:29]([C:40]([O-])=[O:41])[N:30]([CH2:32][O:33][CH2:34][CH2:35][Si:36]([CH3:39])([CH3:38])[CH3:37])[CH:31]=1)#[N:26]. (4) Given the product [ClH:35].[ClH:34].[NH2:1][C:2]1[N:3]=[C:4]([NH:17][CH:18]2[CH2:19][CH2:20][N:21]([S:24]([C:27]3[CH:28]=[N:29][C:30]([S:33][CH2:36][CH2:37][N:38]4[CH2:43][CH2:42][O:41][CH2:40][CH2:39]4)=[CH:31][CH:32]=3)(=[O:26])=[O:25])[CH2:22][CH2:23]2)[S:5][C:6]=1[C:7]([C:9]1[C:14]([F:15])=[CH:13][CH:12]=[CH:11][C:10]=1[F:16])=[O:8], predict the reactants needed to synthesize it. The reactants are: [NH2:1][C:2]1[N:3]=[C:4]([NH:17][CH:18]2[CH2:23][CH2:22][N:21]([S:24]([C:27]3[CH:28]=[N:29][C:30]([SH:33])=[CH:31][CH:32]=3)(=[O:26])=[O:25])[CH2:20][CH2:19]2)[S:5][C:6]=1[C:7]([C:9]1[C:14]([F:15])=[CH:13][CH:12]=[CH:11][C:10]=1[F:16])=[O:8].[ClH:34].[Cl:35][CH2:36][CH2:37][N:38]1[CH2:43][CH2:42][O:41][CH2:40][CH2:39]1. (5) Given the product [C:18]1([C:7]2[N:8]=[N:9][CH:10]=[C:11]([C:12]3[CH:13]=[CH:14][CH:15]=[CH:16][CH:17]=3)[C:6]=2[C:4]([OH:5])=[O:3])[CH:19]=[CH:20][CH:21]=[CH:22][CH:23]=1, predict the reactants needed to synthesize it. The reactants are: C([O:3][C:4]([C:6]1[C:11]([C:12]2[CH:17]=[CH:16][CH:15]=[CH:14][CH:13]=2)=[CH:10][N:9]=[N:8][C:7]=1[C:18]1[CH:23]=[CH:22][CH:21]=[CH:20][CH:19]=1)=[O:5])C.[OH-].[K+].Cl. (6) Given the product [Br:3][C:4]1[C:5]([CH3:11])=[C:6]([CH:9]=[O:10])[N:7]([S:18]([C:15]2[CH:16]=[CH:17][C:12]([CH3:22])=[CH:13][CH:14]=2)(=[O:20])=[O:19])[CH:8]=1, predict the reactants needed to synthesize it. The reactants are: [H-].[Na+].[Br:3][C:4]1[C:5]([CH3:11])=[C:6]([CH:9]=[O:10])[NH:7][CH:8]=1.[C:12]1([CH3:22])[CH:17]=[CH:16][C:15]([S:18](Cl)(=[O:20])=[O:19])=[CH:14][CH:13]=1.O.